Dataset: Forward reaction prediction with 1.9M reactions from USPTO patents (1976-2016). Task: Predict the product of the given reaction. (1) Given the reactants Br[C:2]1[CH:10]=[CH:9][CH:8]=[C:7]2[C:3]=1[CH2:4][CH2:5][CH2:6]2.[NH:11]1[CH:15]=[CH:14][N:13]=[CH:12]1.C([O-])([O-])=O.[Cs+].[Cs+].C1(N)CCCCC1N, predict the reaction product. The product is: [CH2:6]1[C:7]2[C:3](=[C:2]([N:11]3[CH:15]=[CH:14][N:13]=[CH:12]3)[CH:10]=[CH:9][CH:8]=2)[CH2:4][CH2:5]1. (2) Given the reactants [N+:1]([C:4]1[CH:5]=[C:6]2[C:10](=[CH:11][CH:12]=1)[NH:9][CH:8]=[C:7]2[CH:13]=O)([O-:3])=[O:2].[Cl:15][C:16]1[CH:21]=[CH:20][C:19]([S:22]([CH2:25][C:26]#[N:27])(=[O:24])=[O:23])=[CH:18][CH:17]=1, predict the reaction product. The product is: [Cl:15][C:16]1[CH:17]=[CH:18][C:19]([S:22]([C:25](=[CH:13][C:7]2[C:6]3[C:10](=[CH:11][CH:12]=[C:4]([N+:1]([O-:3])=[O:2])[CH:5]=3)[NH:9][CH:8]=2)[C:26]#[N:27])(=[O:23])=[O:24])=[CH:20][CH:21]=1. (3) Given the reactants [F:1][C:2]1[CH:21]=[CH:20][C:5]([O:6][C:7]2[C:16]3[C:11](=[C:12]([N+:17]([O-])=O)[CH:13]=[CH:14][CH:15]=3)[N:10]=[CH:9][CH:8]=2)=[CH:4][C:3]=1[C:22]([F:25])([F:24])[F:23].[NH4+].[Cl-], predict the reaction product. The product is: [F:1][C:2]1[CH:21]=[CH:20][C:5]([O:6][C:7]2[C:16]3[C:11](=[C:12]([NH2:17])[CH:13]=[CH:14][CH:15]=3)[N:10]=[CH:9][CH:8]=2)=[CH:4][C:3]=1[C:22]([F:25])([F:23])[F:24]. (4) Given the reactants [CH3:1][C:2]1([CH3:36])[O:7][CH2:6][CH2:5][N:4]([CH2:8][C@H:9]2[CH2:14][N:13]([S:15]([C:18]3[S:19][CH:20]=[CH:21][CH:22]=3)(=[O:17])=[O:16])[CH2:12][CH2:11][N:10]2[C:23]2[CH:28]=[CH:27][C:26]([C@:29]([OH:35])([CH3:34])[C:30]([F:33])([F:32])[F:31])=[CH:25][CH:24]=2)[CH2:3]1.CC1(C)OCCN(C[C@@H]2CN(S(C3SC=CC=3)(=O)=O)CCN2C2C=CC([C@@](O)(C)C(F)(F)F)=CC=2)C1.CC1(C)OCCN(C[C@H]2CN(S(C3SC=CC=3)(=O)=O)CCN2C2C=CC([C@@](O)(C)C(F)(F)F)=CC=2)C1.C1N=C(N)C2N=CN([C@@H]3O[C@H](COP(OP(OC[C@H]4O[C@@H](N5C=C(C(N)=O)CC=C5)[C@H](O)[C@@H]4O)(O)=O)(O)=O)[C@@H](O)[C@H]3OP(O)(O)=O)C=2N=1, predict the reaction product. The product is: [CH3:1][C:2]1([CH3:36])[O:7][CH2:6][CH2:5][N:4]([CH2:8][C@@H:9]2[CH2:14][N:13]([S:15]([C:18]3[S:19][CH:20]=[CH:21][CH:22]=3)(=[O:17])=[O:16])[CH2:12][CH2:11][N:10]2[C:23]2[CH:28]=[CH:27][C:26]([C@:29]([OH:35])([CH3:34])[C:30]([F:31])([F:32])[F:33])=[CH:25][CH:24]=2)[CH2:3]1. (5) The product is: [CH3:1][CH2:2][CH2:3][CH2:4][CH2:5][CH2:6][CH2:7][CH2:8][CH2:9][CH2:10][CH2:11][CH2:12][CH2:13][CH2:14][O:15][C:16]1[O:20][C:19]([C:21]([OH:23])=[O:22])=[CH:18][CH:17]=1.[C:24]([O-:27])(=[O:26])[CH3:25]. Given the reactants [CH3:1][CH2:2][CH2:3][CH2:4][CH2:5][CH2:6][CH2:7][CH2:8][CH2:9][CH2:10][CH2:11][CH2:12][CH2:13][CH2:14][O:15][C:16]1[O:20][C:19]([C:21]([OH:23])=[O:22])=[CH:18][CH:17]=1.[C:24]([OH:27])(=[O:26])[CH3:25], predict the reaction product. (6) Given the reactants [F:1][C:2]1[C:3]([C:9]2[N:18]=[C:17]([N:19]3[CH2:24][CH2:23][NH:22][CH2:21][CH2:20]3)[C:16]3[C:11](=[CH:12][C:13]([CH3:25])=[CH:14][CH:15]=3)[N:10]=2)=[C:4]([OH:8])[CH:5]=[CH:6][CH:7]=1.[OH:26][C@H:27]([CH2:31][C:32]([CH3:35])([CH3:34])[CH3:33])[C:28](O)=[O:29].C(N(CC)CC)C.CN(C(ON1N=NC2C=CC=NC1=2)=[N+](C)C)C.F[P-](F)(F)(F)(F)F, predict the reaction product. The product is: [F:1][C:2]1[CH:7]=[CH:6][CH:5]=[C:4]([OH:8])[C:3]=1[C:9]1[N:18]=[C:17]([N:19]2[CH2:24][CH2:23][N:22]([C:28](=[O:29])[C@H:27]([OH:26])[CH2:31][C:32]([CH3:35])([CH3:34])[CH3:33])[CH2:21][CH2:20]2)[C:16]2[C:11](=[CH:12][C:13]([CH3:25])=[CH:14][CH:15]=2)[N:10]=1. (7) The product is: [CH2:5]([OH:13])[CH2:4][O:18][C:17]([CH2:16][CH:15]([OH:24])[C:14]([OH:21])=[O:20])=[O:19]. Given the reactants CN([C@@H:4]1CC2C(=CC=CC=2)[C@H:5]1[OH:13])N.[C:14]([OH:21])(=[O:20])/[CH:15]=[CH:16]\[C:17]([OH:19])=[O:18].CC[OH:24], predict the reaction product.